From a dataset of Full USPTO retrosynthesis dataset with 1.9M reactions from patents (1976-2016). Predict the reactants needed to synthesize the given product. (1) Given the product [NH2:42][C@@H:15]([CH2:33][C:34]1[CH:35]=[CH:36][C:37]([O:40][CH3:41])=[CH:38][CH:39]=1)[C:16]([NH:18][C@@H:19]([CH2:26][C:27]1[CH:32]=[CH:31][CH:30]=[CH:29][CH:28]=1)[C:20]([C@@:22]1([CH3:25])[CH2:24][O:23]1)=[O:21])=[O:17], predict the reactants needed to synthesize it. The reactants are: C(O)(C(F)(F)F)=O.C([C@:15]([NH2:42])([CH2:33][C:34]1[CH:39]=[CH:38][C:37]([O:40][CH3:41])=[CH:36][CH:35]=1)[C:16]([NH:18][C@@H:19]([CH2:26][C:27]1[CH:32]=[CH:31][CH:30]=[CH:29][CH:28]=1)[C:20]([C@@:22]1([CH3:25])[CH2:24][O:23]1)=[O:21])=[O:17])(OC(C)(C)C)=O. (2) Given the product [F:1][C:2]1[CH:7]=[CH:6][CH:5]=[C:4]2[C:3]=1[N:14]=[C:15]([N:39]1[CH2:38][CH2:37][N:36]([C:32]3[CH:33]=[CH:34][CH:35]=[C:30]([F:29])[CH:31]=3)[CH2:41][CH2:40]1)[N:16]([C:17]1[CH:22]=[C:21]([C:23]([F:26])([F:25])[F:24])[CH:20]=[CH:19][C:18]=1[O:27][CH3:28])[CH:8]2[CH2:9][C:10]([O:12][CH3:13])=[O:11], predict the reactants needed to synthesize it. The reactants are: [F:1][C:2]1[C:3]([N:14]=[C:15]=[N:16][C:17]2[CH:22]=[C:21]([C:23]([F:26])([F:25])[F:24])[CH:20]=[CH:19][C:18]=2[O:27][CH3:28])=[C:4](/[CH:8]=[CH:9]/[C:10]([O:12][CH3:13])=[O:11])[CH:5]=[CH:6][CH:7]=1.[F:29][C:30]1[CH:31]=[C:32]([N:36]2[CH2:41][CH2:40][NH:39][CH2:38][CH2:37]2)[CH:33]=[CH:34][CH:35]=1. (3) Given the product [F:1][C:2]1[CH:3]=[C:4]([CH:44]=[C:45]([F:47])[CH:46]=1)[CH2:5][C:6]1[CH:7]=[C:8]2[C:12](=[CH:13][CH:14]=1)[N:11]([C:48]([O:49][CH2:50][CH3:51])=[O:52])[N:10]=[C:9]2[NH:15][C:16]([C:18]1[CH:23]=[CH:22][C:21]([N:24]2[CH2:29][CH2:28][NH:27][CH2:26][CH2:25]2)=[CH:20][C:19]=1[NH:37][CH:38]1[CH2:43][CH2:42][O:41][CH2:40][CH2:39]1)=[O:17], predict the reactants needed to synthesize it. The reactants are: [F:1][C:2]1[CH:3]=[C:4]([CH:44]=[C:45]([F:47])[CH:46]=1)[CH2:5][C:6]1[CH:7]=[C:8]2[C:12](=[CH:13][CH:14]=1)[NH:11][N:10]=[C:9]2[NH:15][C:16]([C:18]1[CH:23]=[CH:22][C:21]([N:24]2[CH2:29][CH2:28][N:27](C(OC(C)(C)C)=O)[CH2:26][CH2:25]2)=[CH:20][C:19]=1[NH:37][CH:38]1[CH2:43][CH2:42][O:41][CH2:40][CH2:39]1)=[O:17].[C:48](Cl)(=[O:52])[O:49][CH2:50][CH3:51].